This data is from Peptide-MHC class II binding affinity with 134,281 pairs from IEDB. The task is: Regression. Given a peptide amino acid sequence and an MHC pseudo amino acid sequence, predict their binding affinity value. This is MHC class II binding data. (1) The peptide sequence is NLLWKQIANELNYIL. The MHC is DRB1_0101 with pseudo-sequence DRB1_0101. The binding affinity (normalized) is 0.121. (2) The peptide sequence is LIFILLTAVAPSMTM. The MHC is DRB1_1101 with pseudo-sequence DRB1_1101. The binding affinity (normalized) is 0.556. (3) The peptide sequence is GAYETYKFIPSLEAA. The MHC is DRB4_0101 with pseudo-sequence DRB4_0103. The binding affinity (normalized) is 0.362. (4) The peptide sequence is IFSQNMNIKLQMPLY. The MHC is DRB1_0802 with pseudo-sequence DRB1_0802. The binding affinity (normalized) is 0.686. (5) The peptide sequence is GSFVRTVSLPVGADE. The MHC is HLA-DPA10201-DPB10501 with pseudo-sequence HLA-DPA10201-DPB10501. The binding affinity (normalized) is 0.318. (6) The peptide sequence is SSILTDSQTATKRIR. The MHC is DRB1_1501 with pseudo-sequence DRB1_1501. The binding affinity (normalized) is 0.409. (7) The peptide sequence is AAIHEMFVNTLQMSS. The MHC is HLA-DQA10102-DQB10602 with pseudo-sequence HLA-DQA10102-DQB10602. The binding affinity (normalized) is 0.564. (8) The peptide sequence is INNPTAAAIAYGLDR. The MHC is HLA-DQA10102-DQB10602 with pseudo-sequence HLA-DQA10102-DQB10602. The binding affinity (normalized) is 0.788.